From a dataset of Peptide-MHC class I binding affinity with 185,985 pairs from IEDB/IMGT. Regression. Given a peptide amino acid sequence and an MHC pseudo amino acid sequence, predict their binding affinity value. This is MHC class I binding data. The peptide sequence is RVFNNYMPY. The MHC is HLA-A31:01 with pseudo-sequence HLA-A31:01. The binding affinity (normalized) is 0.450.